From a dataset of Forward reaction prediction with 1.9M reactions from USPTO patents (1976-2016). Predict the product of the given reaction. (1) Given the reactants [C:1]([O:5][C:6]([N:8]1[CH2:13][CH2:12][N:11]([C:14]([O:16][C:17]([CH3:20])([CH3:19])[CH3:18])=[O:15])[CH2:10][C@@H:9]1[C:21](=[O:28])[C:22]1[CH:27]=[CH:26][CH:25]=[CH:24][CH:23]=1)=[O:7])([CH3:4])([CH3:3])[CH3:2].[BH4-].[Na+], predict the reaction product. The product is: [C:1]([O:5][C:6]([N:8]1[CH2:13][CH2:12][N:11]([C:14]([O:16][C:17]([CH3:20])([CH3:19])[CH3:18])=[O:15])[CH2:10][C@@H:9]1[CH:21]([OH:28])[C:22]1[CH:23]=[CH:24][CH:25]=[CH:26][CH:27]=1)=[O:7])([CH3:2])([CH3:3])[CH3:4]. (2) Given the reactants O[CH2:2][C:3]([NH:6][C:7]([C:9]1[C:10]2[CH2:25][CH2:24][CH2:23][CH2:22][C:11]=2[S:12][C:13]=1[NH:14][C:15](=[O:21])[O:16][C:17]([CH3:20])([CH3:19])[CH3:18])=[O:8])([CH3:5])[CH3:4].CC[N+](S(N=C(OC)[O-])(=O)=O)(CC)CC.CCCCCCC.CCOC(C)=O, predict the reaction product. The product is: [CH3:2][C:3]1([CH3:5])[CH2:4][O:8][C:7]([C:9]2[C:10]3[CH2:25][CH2:24][CH2:23][CH2:22][C:11]=3[S:12][C:13]=2[NH:14][C:15](=[O:21])[O:16][C:17]([CH3:20])([CH3:19])[CH3:18])=[N:6]1. (3) Given the reactants [Cl:1][C:2]1[C:7]([CH2:8][C:9]([NH:11][NH:12][C:13]2[C:22]3[CH:21]=[CH:20][C:19]4[O:23][C:24]([F:27])([F:26])[O:25][C:18]=4[C:17]=3[N:16]=[C:15]([NH:28][CH2:29][C:30]3[CH:35]=[CH:34][C:33]([O:36][CH3:37])=[CH:32][C:31]=3[O:38][CH3:39])[N:14]=2)=O)=[CH:6][CH:5]=[CH:4][N:3]=1.C/C(/O[Si](C)(C)C)=N\[Si](C)(C)C, predict the reaction product. The product is: [Cl:1][C:2]1[C:7]([CH2:8][C:9]2[N:14]=[C:13]3[N:12]([C:15]([NH:28][CH2:29][C:30]4[CH:35]=[CH:34][C:33]([O:36][CH3:37])=[CH:32][C:31]=4[O:38][CH3:39])=[N:16][C:17]4[C:22]3=[CH:21][CH:20]=[C:19]3[O:23][C:24]([F:27])([F:26])[O:25][C:18]=43)[N:11]=2)=[CH:6][CH:5]=[CH:4][N:3]=1. (4) Given the reactants [Cl:1][C:2]1[CH:7]=[C:6]([Cl:8])[CH:5]=[CH:4][C:3]=1[C:9]1[C:29](=[O:30])[N:28]([CH3:31])[C:12]2[N:13]([CH3:27])[C:14]3[C:19]([C:11]=2[CH:10]=1)=[CH:18][C:17]([C:20]1[N:21]=[C:22]([CH2:25][OH:26])[S:23][CH:24]=1)=[CH:16][CH:15]=3.[CH3:32][O:33][CH2:34]Br, predict the reaction product. The product is: [Cl:1][C:2]1[CH:7]=[C:6]([Cl:8])[CH:5]=[CH:4][C:3]=1[C:9]1[C:29](=[O:30])[N:28]([CH3:31])[C:12]2[N:13]([CH3:27])[C:14]3[C:19]([C:11]=2[CH:10]=1)=[CH:18][C:17]([C:20]1[N:21]=[C:22]([CH2:25][O:26][CH2:32][O:33][CH3:34])[S:23][CH:24]=1)=[CH:16][CH:15]=3. (5) Given the reactants Br[CH2:2][C:3]([OH:11])([C:7]([F:10])([F:9])[F:8])[C:4]([NH2:6])=[O:5].C(=O)([O-])[O-].[K+].[K+], predict the reaction product. The product is: [F:8][C:7]([F:10])([F:9])[C:3]1([C:4]([NH2:6])=[O:5])[CH2:2][O:11]1. (6) Given the reactants [Cl:1][C:2]1[C:7]([Cl:8])=[CH:6][CH:5]=[C:4]([F:9])[C:3]=1[NH:10][C:11]1[N:21]=[C:20]([NH:22][C:23]2[CH:28]=[CH:27][C:26]([N:29]3[CH2:34][CH2:33][N:32](C(OC(C)(C)C)=O)[CH2:31][CH2:30]3)=[CH:25][C:24]=2[O:42][CH3:43])[C:14]2[C:15](=[O:19])[NH:16][N:17]=[CH:18][C:13]=2[CH:12]=1.FC(F)(F)C(O)=O, predict the reaction product. The product is: [Cl:1][C:2]1[C:7]([Cl:8])=[CH:6][CH:5]=[C:4]([F:9])[C:3]=1[NH:10][C:11]1[N:21]=[C:20]([NH:22][C:23]2[CH:28]=[CH:27][C:26]([N:29]3[CH2:30][CH2:31][NH:32][CH2:33][CH2:34]3)=[CH:25][C:24]=2[O:42][CH3:43])[C:14]2[C:15](=[O:19])[NH:16][N:17]=[CH:18][C:13]=2[CH:12]=1. (7) Given the reactants [CH3:1][O:2][C:3]([C:5]1[C:6]([OH:24])=[C:7]2[C:12](=[CH:13][N:14]=1)[N:11]([CH2:15][C:16]1[CH:21]=[CH:20][CH:19]=[CH:18][CH:17]=1)[C:10](=[O:22])[C:9](Br)=[CH:8]2)=[O:4].C([Sn](CCCC)(CCCC)[C:30]1[CH:35]=[CH:34][CH:33]=[CH:32][N:31]=1)CCC.CCOC(C)=O.Cl, predict the reaction product. The product is: [CH3:1][O:2][C:3]([C:5]1[C:6]([OH:24])=[C:7]2[C:12](=[CH:13][N:14]=1)[N:11]([CH2:15][C:16]1[CH:21]=[CH:20][CH:19]=[CH:18][CH:17]=1)[C:10](=[O:22])[C:9]([C:30]1[CH:35]=[CH:34][CH:33]=[CH:32][N:31]=1)=[CH:8]2)=[O:4].